Predict the product of the given reaction. From a dataset of Forward reaction prediction with 1.9M reactions from USPTO patents (1976-2016). (1) Given the reactants [CH:1]([C:3]1[CH:4]=[C:5]2[C:10](=[CH:11][CH:12]=1)[CH:9]=[C:8]([C:13]([O:15][CH3:16])=[O:14])[CH:7]=[CH:6]2)=O.[F:17][C:18]1[CH:23]=[C:22]([F:24])[CH:21]=[CH:20][C:19]=1[C@:25]([OH:40])([C@H:32]([S:34][CH:35]([CH2:38][OH:39])[CH2:36][OH:37])[CH3:33])[CH2:26][N:27]1[CH:31]=[N:30][CH:29]=[N:28]1.O.C1(C)C=CC(S(O)(=O)=O)=CC=1, predict the reaction product. The product is: [F:17][C:18]1[CH:23]=[C:22]([F:24])[CH:21]=[CH:20][C:19]=1[C@@:25]([OH:40])([CH2:26][N:27]1[CH:31]=[N:30][CH:29]=[N:28]1)[C@H:32]([S:34][C@@H:35]1[CH2:36][O:37][C@@H:1]([C:3]2[CH:4]=[C:5]3[C:10](=[CH:11][CH:12]=2)[CH:9]=[C:8]([C:13]([O:15][CH3:16])=[O:14])[CH:7]=[CH:6]3)[O:39][CH2:38]1)[CH3:33]. (2) Given the reactants C[O:2][C:3]([C:5]1[CH:10]=[CH:9][C:8]([C:11]2[CH:16]=[CH:15][C:14]([Br:17])=[CH:13][CH:12]=2)=[CH:7][CH:6]=1)=O.[Al].[Li].[H-], predict the reaction product. The product is: [Br:17][C:14]1[CH:13]=[CH:12][C:11]([C:8]2[CH:9]=[CH:10][C:5]([CH2:3][OH:2])=[CH:6][CH:7]=2)=[CH:16][CH:15]=1. (3) Given the reactants [O:1]1[CH:5]=[CH:4][CH:3]=[C:2]1[CH2:6][NH:7][CH3:8].[C:9]1([C:28]2[CH:33]=[CH:32][CH:31]=[CH:30][CH:29]=2)[CH:14]=[CH:13][C:12]([CH2:15][C@H:16]([NH:20][C:21]([O:23][C:24]([CH3:27])([CH3:26])[CH3:25])=[O:22])[C:17](O)=[O:18])=[CH:11][CH:10]=1.CN(C=O)C.CN(C(ON1N=NC2C=CC=NC1=2)=[N+](C)C)C.F[P-](F)(F)(F)(F)F, predict the reaction product. The product is: [C:9]1([C:28]2[CH:29]=[CH:30][CH:31]=[CH:32][CH:33]=2)[CH:10]=[CH:11][C:12]([CH2:15][C@H:16]([NH:20][C:21](=[O:22])[O:23][C:24]([CH3:25])([CH3:26])[CH3:27])[C:17]([N:7]([CH2:6][C:2]2[O:1][CH:5]=[CH:4][CH:3]=2)[CH3:8])=[O:18])=[CH:13][CH:14]=1.